Dataset: Catalyst prediction with 721,799 reactions and 888 catalyst types from USPTO. Task: Predict which catalyst facilitates the given reaction. (1) Reactant: CC(O)=O.CC(O)=O.[CH:9]1[CH:14]=[CH:13][C:12]([CH2:15][NH:16][CH2:17][CH2:18][NH:19][CH2:20][C:21]2[CH:26]=[CH:25][CH:24]=[CH:23][CH:22]=2)=[CH:11][CH:10]=1. Product: [CH:9]1[CH:10]=[CH:11][C:12]([CH2:15][NH:16][CH2:17][CH2:18][NH:19][CH2:20][C:21]2[CH:26]=[CH:25][CH:24]=[CH:23][CH:22]=2)=[CH:13][CH:14]=1. The catalyst class is: 6. (2) Reactant: S(C1C=CC(C)=CC=1)([O-])(=O)=O.[NH+]1C=CC=CC=1.[CH:18]([O:20][CH2:21][CH3:22])=[CH2:19].[OH:23][CH:24]([CH:33]1[CH2:38][CH2:37][C:36](=[O:39])[CH2:35][CH2:34]1)[CH2:25][O:26][C:27]1[CH:32]=[CH:31][CH:30]=[CH:29][CH:28]=1. Product: [CH2:18]([O:20][CH:21]([O:23][CH:24]([CH:33]1[CH2:38][CH2:37][C:36](=[O:39])[CH2:35][CH2:34]1)[CH2:25][O:26][C:27]1[CH:32]=[CH:31][CH:30]=[CH:29][CH:28]=1)[CH3:22])[CH3:19]. The catalyst class is: 2. (3) Reactant: C(S([C:11]1[N:16]=[C:15]([C:17]2[CH:22]=[CH:21][C:20]([Cl:23])=[CH:19][C:18]=2[Cl:24])[C:14]([C:25]([O:27][CH3:28])=[O:26])=[C:13]([CH3:29])[N:12]=1)(=O)=O)C1C=CC=CC=1.[NH:30]1[CH2:35][CH2:34][S:33][CH2:32][CH2:31]1. Product: [Cl:24][C:18]1[CH:19]=[C:20]([Cl:23])[CH:21]=[CH:22][C:17]=1[C:15]1[C:14]([C:25]([O:27][CH3:28])=[O:26])=[C:13]([CH3:29])[N:12]=[C:11]([N:30]2[CH2:35][CH2:34][S:33][CH2:32][CH2:31]2)[N:16]=1. The catalyst class is: 12. (4) Reactant: [O:1]=[C:2]1[NH:7][C:6]([CH2:8][NH:9][CH2:10][C:11]2[S:15][C:14]([C:16]#[N:17])=[CH:13][CH:12]=2)=[N:5][C:4]2[CH2:18][CH2:19][O:20][CH2:21][C:3]1=2.[F:22][C:23]1[CH:40]=[CH:39][C:26]([C:27]([CH:29]2[CH2:34][CH2:33][N:32]([CH2:35][C:36](O)=[O:37])[CH2:31][CH2:30]2)=[O:28])=[CH:25][CH:24]=1.CC#N.O. Product: [C:16]([C:14]1[S:15][C:11]([CH2:10][N:9]([CH2:8][C:6]2[NH:7][C:2](=[O:1])[C:3]3[CH2:21][O:20][CH2:19][CH2:18][C:4]=3[N:5]=2)[C:36](=[O:37])[CH2:35][N:32]2[CH2:33][CH2:34][CH:29]([C:27](=[O:28])[C:26]3[CH:25]=[CH:24][C:23]([F:22])=[CH:40][CH:39]=3)[CH2:30][CH2:31]2)=[CH:12][CH:13]=1)#[N:17]. The catalyst class is: 106. (5) Reactant: C([N:5]1[C:9](=O)[N:8]2[CH:11]=[CH:12][N:13]=[C:7]2[S:6]1)CCC.[S:14](C#N)([C:17]1[CH:23]=[CH:22][C:20]([CH3:21])=[CH:19][CH:18]=1)(=[O:16])=[O:15]. Product: [CH3:21][C:20]1[CH:22]=[CH:23][C:17]([S:14]([C:9]2[N:8]3[CH:11]=[CH:12][N:13]=[C:7]3[S:6][N:5]=2)(=[O:16])=[O:15])=[CH:18][CH:19]=1. The catalyst class is: 2. (6) Reactant: Br[CH2:2][CH:3]1[CH2:5][CH2:4]1.[I-].[Na+].[OH:8][C:9]1[CH:10]=[C:11]([CH:14]=[CH:15][C:16]=1[O:17][C:18]1[CH:27]=[CH:26][C:21]2[B:22]([OH:25])[O:23][CH2:24][C:20]=2[CH:19]=1)[C:12]#[N:13].[H-].[Na+]. Product: [CH:5]1([CH2:4][O:8][C:9]2[CH:10]=[C:11]([CH:14]=[CH:15][C:16]=2[O:17][C:18]2[CH:27]=[CH:26][C:21]3[B:22]([OH:25])[O:23][CH2:24][C:20]=3[CH:19]=2)[C:12]#[N:13])[CH2:3][CH2:2]1. The catalyst class is: 145. (7) Reactant: [CH3:1][O:2][C:3]([C:5]1[N:6]=[C:7]([NH:10][C:11](=[O:41])[C@@H:12]([NH:21][C:22](=[O:40])[CH:23]([NH:32][C:33](OC(C)(C)C)=[O:34])[C:24]2[CH:29]=[CH:28][C:27]([S:30][CH3:31])=[CH:26][CH:25]=2)[C@H:13]([C:15]2[CH:20]=[CH:19][CH:18]=[CH:17][CH:16]=2)[CH3:14])[S:8][CH:9]=1)=[O:4].C(N(C(C)C)CC)(C)C.O=C(Cl)OC(Cl)(Cl)Cl. Product: [CH3:1][O:2][C:3]([C:5]1[N:6]=[C:7]([NH:10][C:11](=[O:41])[C@@H:12]([N:21]2[C:22](=[O:40])[CH:23]([C:24]3[CH:25]=[CH:26][C:27]([S:30][CH3:31])=[CH:28][CH:29]=3)[NH:32][C:33]2=[O:34])[C@H:13]([C:15]2[CH:20]=[CH:19][CH:18]=[CH:17][CH:16]=2)[CH3:14])[S:8][CH:9]=1)=[O:4]. The catalyst class is: 330.